This data is from Forward reaction prediction with 1.9M reactions from USPTO patents (1976-2016). The task is: Predict the product of the given reaction. (1) Given the reactants C[O:2][C:3](=O)[CH2:4][O:5][CH2:6][CH2:7][O:8][CH2:9][CH2:10][O:11][CH2:12][CH:13]=[CH2:14].[H-].[H-].[H-].[H-].[Li+].[Al+3], predict the reaction product. The product is: [CH2:12]([O:11][CH2:10][CH2:9][O:8][CH2:7][CH2:6][O:5][CH2:4][CH2:3][OH:2])[CH:13]=[CH2:14]. (2) Given the reactants [S:1]1[CH:6]=[CH:5][CH:4]=[CH:3][NH:2]1.[CH:7]1[CH:8]=[CH:9][C:10]2[C:16]3([C:25]4[CH:26]=[C:27]([Br:32])[C:28]([OH:31])=[C:29]([Br:30])[C:24]=4[O:23][C:22]4[C:21]([Br:33])=[C:20]([OH:34])[C:19]([Br:35])=[CH:18][C:17]3=4)[O:15][C:13](=[O:14])[C:11]=2[CH:12]=1.CC1C(O)=C(C=O)C(COP(O)(O)=O)=CN=1.O, predict the reaction product. The product is: [S:1]1[CH:6]=[CH:5][CH:4]=[CH:3][NH:2]1.[CH:7]1[CH:8]=[CH:9][C:10]2[C:16]3([C:17]4[CH:18]=[C:19]([Br:35])[C:20]([OH:34])=[C:21]([Br:33])[C:22]=4[O:23][C:24]4[C:29]([Br:30])=[C:28]([OH:31])[C:27]([Br:32])=[CH:26][C:25]3=4)[O:15][C:13](=[O:14])[C:11]=2[CH:12]=1. (3) Given the reactants [CH2:1]([O:3][C:4]([C:6]1[C:10]([C:11]2[CH:16]=[CH:15][CH:14]=[CH:13][C:12]=2[Cl:17])=[CH:9][S:8][C:7]=1[NH2:18])=[O:5])[CH3:2].[C:19]1(=O)[O:24][C:22](=[O:23])[C:21]2=[CH:25][CH:26]=[CH:27][CH:28]=[C:20]12, predict the reaction product. The product is: [CH2:1]([O:3][C:4]([C:6]1[C:10]([C:11]2[CH:16]=[CH:15][CH:14]=[CH:13][C:12]=2[Cl:17])=[CH:9][S:8][C:7]=1[N:18]1[C:22](=[O:23])[C:21]2[C:20](=[CH:28][CH:27]=[CH:26][CH:25]=2)[C:19]1=[O:24])=[O:5])[CH3:2].